From a dataset of Full USPTO retrosynthesis dataset with 1.9M reactions from patents (1976-2016). Predict the reactants needed to synthesize the given product. Given the product [F:15][C:2]([F:1])([F:16])[CH:3]1[CH2:8][C:9]2[C:14](=[CH:13][CH:12]=[CH:11][CH:10]=2)[C:5](=[O:7])[CH2:4]1, predict the reactants needed to synthesize it. The reactants are: [F:1][C:2]([F:16])([F:15])[CH:3]([CH2:8][C:9]1[CH:14]=[CH:13][CH:12]=[CH:11][CH:10]=1)[CH2:4][C:5]([OH:7])=O.C(Cl)(=O)C(Cl)=O.[Al+3].[Cl-].[Cl-].[Cl-].